This data is from Full USPTO retrosynthesis dataset with 1.9M reactions from patents (1976-2016). The task is: Predict the reactants needed to synthesize the given product. (1) Given the product [F:14][C:15]1[CH:21]=[CH:20][C:19]([N+:22]([O-:24])=[O:23])=[C:18]2[C:16]=1[NH:17][C:4](=[O:6])[CH:3]2[S:2][CH3:1], predict the reactants needed to synthesize it. The reactants are: [CH3:1][S:2][CH2:3][C:4]([O:6]CC)=O.S(Cl)(Cl)(=O)=O.[F:14][C:15]1[CH:21]=[CH:20][C:19]([N+:22]([O-:24])=[O:23])=[CH:18][C:16]=1[NH2:17].CN(C)C1C2C(=CC=CC=2N(C)C)C=CC=1. (2) Given the product [C:21]([O:20][C:18]([N:12]1[CH2:17][CH2:16][N:15]([CH:27]([C:4]2[CH:5]=[CH:6][C:7]([F:8])=[C:2]([Cl:1])[CH:3]=2)[C:26]([OH:30])=[O:29])[CH2:14][CH2:13]1)=[O:19])([CH3:24])([CH3:23])[CH3:22], predict the reactants needed to synthesize it. The reactants are: [Cl:1][C:2]1[CH:3]=[C:4](B(O)O)[CH:5]=[CH:6][C:7]=1[F:8].[N:12]1([C:18]([O:20][C:21]([CH3:24])([CH3:23])[CH3:22])=[O:19])[CH2:17][CH2:16][NH:15][CH2:14][CH2:13]1.O.[C:26]([OH:30])(=[O:29])[CH:27]=O.